Dataset: Forward reaction prediction with 1.9M reactions from USPTO patents (1976-2016). Task: Predict the product of the given reaction. (1) Given the reactants [CH2:1]([N:3]([CH2:14][CH3:15])[C:4](=[O:13])[CH:5]([OH:12])[C:6]1[CH:11]=[CH:10][CH:9]=[CH:8][CH:7]=1)[CH3:2].CCN(CC)CC.[CH3:23][S:24](Cl)(=[O:26])=[O:25], predict the reaction product. The product is: [CH2:14]([N:3]([CH2:1][CH3:2])[C:4]([C@@H:5]([O:12][S:24]([CH3:23])(=[O:26])=[O:25])[C:6]1[CH:11]=[CH:10][CH:9]=[CH:8][CH:7]=1)=[O:13])[CH3:15]. (2) Given the reactants C[O:2][C:3]([C:5]1[C:6]([C:24]2[CH:29]=[CH:28][C:27]([C:30](O)=[O:31])=[CH:26][CH:25]=2)=[CH:7][CH:8]=[C:9]([C:11]2[S:12][CH:13]=[C:14]([C:16]3[CH:21]=[CH:20][C:19]([Cl:22])=[C:18]([Cl:23])[CH:17]=3)[N:15]=2)[CH:10]=1)=[O:4].[NH2:33][CH2:34][C:35]1[CH:40]=[CH:39][N:38]=[CH:37][CH:36]=1, predict the reaction product. The product is: [Cl:23][C:18]1[CH:17]=[C:16]([C:14]2[N:15]=[C:11]([C:9]3[CH:10]=[C:5]([C:3]([OH:2])=[O:4])[C:6]([C:24]4[CH:25]=[CH:26][C:27]([C:30](=[O:31])[NH:33][CH2:34][C:35]5[CH:40]=[CH:39][N:38]=[CH:37][CH:36]=5)=[CH:28][CH:29]=4)=[CH:7][CH:8]=3)[S:12][CH:13]=2)[CH:21]=[CH:20][C:19]=1[Cl:22]. (3) Given the reactants [Cl:1][C:2]1[CH:3]=[CH:4][C:5]([O:11][CH2:12][C:13]2[CH:18]=[CH:17][CH:16]=[CH:15][CH:14]=2)=[C:6]([CH:10]=1)[C:7]([OH:9])=O.[NH2:19][C:20]1[CH:21]=[C:22]([CH2:26][C:27]([O:29][CH3:30])=[O:28])[CH:23]=[CH:24][CH:25]=1.CCN=C=NCCCN(C)C.CCN(C(C)C)C(C)C, predict the reaction product. The product is: [Cl:1][C:2]1[CH:3]=[CH:4][C:5]([O:11][CH2:12][C:13]2[CH:18]=[CH:17][CH:16]=[CH:15][CH:14]=2)=[C:6]([C:7]([NH:19][C:20]2[CH:21]=[C:22]([CH2:26][C:27]([O:29][CH3:30])=[O:28])[CH:23]=[CH:24][CH:25]=2)=[O:9])[CH:10]=1. (4) Given the reactants [O:1]1[CH:5]=[CH:4][CH:3]=[C:2]1[P:6]([O:11][CH2:12][CH3:13])(=[O:10])[O:7][CH2:8][CH3:9].[Li+].CC([N-]C(C)C)C.[CH:22](OC)=[O:23], predict the reaction product. The product is: [CH2:12]([O:11][P:6]([C:2]1[O:1][C:5]([CH:22]=[O:23])=[CH:4][CH:3]=1)([O:7][CH2:8][CH3:9])=[O:10])[CH3:13]. (5) Given the reactants [Cl:1][C:2]1[N:3]([CH2:10][CH2:11][C:12]2([CH3:15])[CH2:14][O:13]2)[CH:4]=[C:5]([N+:7]([O-:9])=[O:8])[N:6]=1.[Br:16][C:17]1[N:22]=[CH:21][C:20]([OH:23])=[CH:19][CH:18]=1, predict the reaction product. The product is: [Br:16][C:17]1[N:22]=[CH:21][C:20]([O:23][CH2:14][C:12]([CH3:15])([OH:13])[CH2:11][CH2:10][N:3]2[CH:4]=[C:5]([N+:7]([O-:9])=[O:8])[N:6]=[C:2]2[Cl:1])=[CH:19][CH:18]=1.